Dataset: Forward reaction prediction with 1.9M reactions from USPTO patents (1976-2016). Task: Predict the product of the given reaction. (1) Given the reactants [Cl:1][C:2]1[CH:7]=[CH:6][C:5]([NH:8][C:9](=[O:15])[O:10][C:11]([CH3:14])([CH3:13])[CH3:12])=[C:4]([N+:16]([O-:18])=[O:17])[CH:3]=1.[H-].[Na+].CC1C=CC(S(O[CH2:32][CH2:33][CH2:34][S:35]([CH3:38])(=[O:37])=[O:36])(=O)=O)=CC=1.O, predict the reaction product. The product is: [Cl:1][C:2]1[CH:7]=[CH:6][C:5]([N:8]([CH2:32][CH2:33][CH2:34][S:35]([CH3:38])(=[O:37])=[O:36])[C:9](=[O:15])[O:10][C:11]([CH3:14])([CH3:13])[CH3:12])=[C:4]([N+:16]([O-:18])=[O:17])[CH:3]=1. (2) Given the reactants C([O:8][C:9]1[C:10]([CH2:28][OH:29])=[C:11]([CH2:26][OH:27])[C:12]([CH2:16][CH2:17][C:18]2[CH:23]=[CH:22][C:21]([O:24][CH3:25])=[CH:20][CH:19]=2)=[N:13][C:14]=1[CH3:15])C1C=CC=CC=1, predict the reaction product. The product is: [OH:8][C:9]1[C:10]([CH2:28][OH:29])=[C:11]([CH2:26][OH:27])[C:12]([CH2:16][CH2:17][C:18]2[CH:23]=[CH:22][C:21]([O:24][CH3:25])=[CH:20][CH:19]=2)=[N:13][C:14]=1[CH3:15]. (3) The product is: [NH:1]1[C:5]2=[N:6][CH:7]=[CH:8][CH:9]=[C:4]2[CH2:3][CH2:2]1. Given the reactants [NH:1]1[C:5]2=[N:6][CH:7]=[CH:8][CH:9]=[C:4]2[CH:3]=[CH:2]1.[OH-].[Na+], predict the reaction product. (4) The product is: [NH2:33][C@@H:9]([CH2:10][C:11]([NH:12][C:13]([C:14]1[CH:19]=[CH:18][CH:17]=[CH:16][CH:15]=1)([C:26]1[CH:27]=[CH:28][CH:29]=[CH:30][CH:31]=1)[C:20]1[CH:21]=[CH:22][CH:23]=[CH:24][CH:25]=1)=[O:32])[C:8]([N:7]([CH2:6][C:4]1[C:3]2[CH:61]=[CH:62][CH:63]=[CH:64][C:2]=2[S:1][CH:5]=1)[C@@H:52]([CH3:60])[CH:53]([O:54][CH2:55][CH3:56])[O:57][CH2:58][CH3:59])=[O:51]. Given the reactants [S:1]1[CH:5]=[C:4]([CH2:6][N:7]([C@@H:52]([CH3:60])[CH:53]([O:57][CH2:58][CH3:59])[O:54][CH2:55][CH3:56])[C:8](=[O:51])[C@@H:9]([NH:33]C(=O)OCC2C3C=CC=CC=3C3C2=CC=CC=3)[CH2:10][C:11](=[O:32])[NH:12][C:13]([C:26]2[CH:31]=[CH:30][CH:29]=[CH:28][CH:27]=2)([C:20]2[CH:25]=[CH:24][CH:23]=[CH:22][CH:21]=2)[C:14]2[CH:19]=[CH:18][CH:17]=[CH:16][CH:15]=2)[C:3]2[CH:61]=[CH:62][CH:63]=[CH:64][C:2]1=2.N1CCCCC1.CC(=O)OCC.CO, predict the reaction product. (5) Given the reactants [C:1]([N:8]([CH3:16])[C@H:9]([C:13](O)=[O:14])[CH:10]([CH3:12])[CH3:11])([O:3][C:4]([CH3:7])([CH3:6])[CH3:5])=[O:2].B.C1COCC1.O.C([O-])([O-])=O.[Na+].[Na+], predict the reaction product. The product is: [C:4]([O:3][C:1](=[O:2])[N:8]([C@H:9]([CH2:13][OH:14])[CH:10]([CH3:11])[CH3:12])[CH3:16])([CH3:5])([CH3:7])[CH3:6]. (6) Given the reactants [O:1]1[C:5]2[CH:6]=[CH:7][CH:8]=[N:9][C:4]=2[NH:3][C:2]1=[O:10].S(=O)(=O)(O)O.[N+:16]([O-])([OH:18])=[O:17], predict the reaction product. The product is: [N+:16]([C:7]1[CH:6]=[C:5]2[O:1][C:2](=[O:10])[NH:3][C:4]2=[N:9][CH:8]=1)([O-:18])=[O:17].